From a dataset of Peptide-MHC class I binding affinity with 185,985 pairs from IEDB/IMGT. Regression. Given a peptide amino acid sequence and an MHC pseudo amino acid sequence, predict their binding affinity value. This is MHC class I binding data. (1) The peptide sequence is KQGDVFYTA. The MHC is HLA-B51:01 with pseudo-sequence HLA-B51:01. The binding affinity (normalized) is 0.0847. (2) The peptide sequence is LLAALFHDI. The MHC is HLA-B40:01 with pseudo-sequence HLA-B40:01. The binding affinity (normalized) is 0.0847. (3) The peptide sequence is FATTPVCEY. The MHC is HLA-B18:01 with pseudo-sequence HLA-B18:01. The binding affinity (normalized) is 0.0847. (4) The peptide sequence is VAALDGTFQR. The MHC is HLA-A31:01 with pseudo-sequence HLA-A31:01. The binding affinity (normalized) is 0.554.